This data is from Full USPTO retrosynthesis dataset with 1.9M reactions from patents (1976-2016). The task is: Predict the reactants needed to synthesize the given product. (1) Given the product [CH2:1]([O:3][CH:4]([O:7][CH2:8][CH3:9])[CH2:5][NH:6][CH2:18][CH2:17][CH2:16][C:10]1[CH:15]=[CH:14][CH:13]=[CH:12][CH:11]=1)[CH3:2], predict the reactants needed to synthesize it. The reactants are: [CH2:1]([O:3][CH:4]([O:7][CH2:8][CH3:9])[CH2:5][NH2:6])[CH3:2].[C:10]1([CH2:16][CH2:17][CH2:18]Br)[CH:15]=[CH:14][CH:13]=[CH:12][CH:11]=1. (2) The reactants are: [C:1](/[C:3](=[C:7](/OCC)\[CH3:8])/[C:4](=[S:6])[NH2:5])#[N:2].[CH2:12]([NH:14][CH2:15][CH3:16])[CH3:13]. Given the product [C:1](/[C:3](=[C:7](/[N:14]([CH2:15][CH3:16])[CH2:12][CH3:13])\[CH3:8])/[C:4](=[S:6])[NH2:5])#[N:2], predict the reactants needed to synthesize it. (3) Given the product [O:1]1[CH:5]=[C:4](/[CH:6]=[N:14]/[S:12]([C:9]([CH3:11])([CH3:10])[CH3:8])=[O:13])[N:3]=[CH:2]1, predict the reactants needed to synthesize it. The reactants are: [O:1]1[CH:5]=[C:4]([CH:6]=O)[N:3]=[CH:2]1.[CH3:8][C:9]([S:12]([NH2:14])=[O:13])([CH3:11])[CH3:10]. (4) The reactants are: CS(Cl)(=O)=[O:3].C(N(CC)CC)C.[NH:13]1[CH:17]=[CH:16][C:15]([C:18]([OH:20])=O)=N1.N1C=[CH:25][CH:24]=[CH:23][CH:22]=1. Given the product [O:20]1[C:18]2[CH:22]=[CH:23][CH:24]=[CH:25][C:15]=2[CH2:16][C:17](=[O:3])[NH:13]1, predict the reactants needed to synthesize it. (5) Given the product [Br:1][C:2]1[CH:11]=[C:10]2[C:5]([CH2:6][C:7]([CH2:14][O:15][Si:20]([C:16]([CH3:19])([CH3:18])[CH3:17])([CH3:22])[CH3:21])([CH3:13])[CH2:8][C:9]2=[O:12])=[CH:4][CH:3]=1, predict the reactants needed to synthesize it. The reactants are: [Br:1][C:2]1[CH:11]=[C:10]2[C:5]([CH2:6][C:7]([CH2:14][OH:15])([CH3:13])[CH2:8][C:9]2=[O:12])=[CH:4][CH:3]=1.[C:16]([Si:20](Cl)([CH3:22])[CH3:21])([CH3:19])([CH3:18])[CH3:17].N1C=CN=C1. (6) Given the product [C:1]([C:5]1[N:10]=[C:9]([CH3:11])[C:8](/[CH:12]=[CH:13]/[C:14]([NH:17][C:18]2[CH:19]=[C:20]3[C:24](=[CH:25][CH:26]=2)[NH:23][C:22]([CH2:27][OH:28])=[CH:21]3)=[O:16])=[CH:7][CH:6]=1)([CH3:2])([CH3:3])[CH3:4], predict the reactants needed to synthesize it. The reactants are: [C:1]([C:5]1[N:10]=[C:9]([CH3:11])[C:8](/[CH:12]=[CH:13]/[C:14]([OH:16])=O)=[CH:7][CH:6]=1)([CH3:4])([CH3:3])[CH3:2].[NH2:17][C:18]1[CH:19]=[C:20]2[C:24](=[CH:25][CH:26]=1)[NH:23][C:22]([CH2:27][OH:28])=[CH:21]2. (7) Given the product [CH3:1][O:2][C:3]1[CH:4]=[C:5]([CH2:6][NH:7][C:14](=[O:15])[C:13]2[CH:17]=[CH:18][C:19]([CH3:21])=[N:20][C:12]=2[NH2:11])[CH:8]=[CH:9][CH:10]=1, predict the reactants needed to synthesize it. The reactants are: [CH3:1][O:2][C:3]1[CH:4]=[C:5]([CH:8]=[CH:9][CH:10]=1)[CH2:6][NH2:7].[NH2:11][C:12]1[N:20]=[C:19]([CH3:21])[CH:18]=[CH:17][C:13]=1[C:14](O)=[O:15].ON1C2C=CC=CC=2N=N1.CCN=C=NCCCN(C)C.